Task: Predict the reactants needed to synthesize the given product.. Dataset: Full USPTO retrosynthesis dataset with 1.9M reactions from patents (1976-2016) (1) Given the product [F:39][C:36]1[CH:37]=[CH:38][C:33]([C:30]2[C:29]([C:40]3[CH:45]=[CH:44][N:43]=[CH:42][N:41]=3)=[C:28]([NH:27][C:24](=[O:25])[CH2:23][C:17]3[CH:22]=[CH:21][CH:20]=[CH:19][CH:18]=3)[O:32][N:31]=2)=[CH:34][CH:35]=1, predict the reactants needed to synthesize it. The reactants are: N1C=CN=C1.C1CCN2C(=NCCC2)CC1.[C:17]1([CH2:23][C:24](Cl)=[O:25])[CH:22]=[CH:21][CH:20]=[CH:19][CH:18]=1.[NH2:27][C:28]1[O:32][N:31]=[C:30]([C:33]2[CH:38]=[CH:37][C:36]([F:39])=[CH:35][CH:34]=2)[C:29]=1[C:40]1[CH:45]=[CH:44][N:43]=[CH:42][N:41]=1. (2) Given the product [CH3:33][C:8]1[CH:9]=[C:10]([O:13][C:14]2[CH:15]=[C:16]([O:21][C:22]3[CH:27]=[CH:26][C:25]([C:28]([F:29])([F:30])[F:31])=[CH:24][C:23]=3[C:38]3[CH:39]=[CH:40][N:35]=[CH:36][CH:37]=3)[CH:17]=[C:18]([CH3:20])[CH:19]=2)[CH:11]=[CH:12][C:7]=1[CH2:6][CH2:5][C:4]([OH:3])=[O:34], predict the reactants needed to synthesize it. The reactants are: C([O:3][C:4](=[O:34])[CH2:5][CH2:6][C:7]1[CH:12]=[CH:11][C:10]([O:13][C:14]2[CH:19]=[C:18]([CH3:20])[CH:17]=[C:16]([O:21][C:22]3[CH:27]=[CH:26][C:25]([C:28]([F:31])([F:30])[F:29])=[CH:24][C:23]=3Br)[CH:15]=2)=[CH:9][C:8]=1[CH3:33])C.[N:35]1[CH:40]=[CH:39][C:38](B(O)O)=[CH:37][CH:36]=1. (3) Given the product [CH:35]1([CH2:34][O:33][C:24]2[CH:23]=[CH:28][C:27]([S:29]([CH3:32])(=[O:31])=[O:30])=[CH:26][C:25]=2[C:10]2[C:9]3[C:4](=[CH:5][CH:6]=[CH:7][CH:8]=3)[C:3](=[O:21])[N:2]([CH3:1])[CH:11]=2)[CH2:36][CH2:37]1, predict the reactants needed to synthesize it. The reactants are: [CH3:1][N:2]1[CH:11]=[C:10](B2OC(C)(C)C(C)(C)O2)[C:9]2[C:4](=[CH:5][CH:6]=[CH:7][CH:8]=2)[C:3]1=[O:21].Br[C:23]1[CH:28]=[C:27]([S:29]([CH3:32])(=[O:31])=[O:30])[CH:26]=[CH:25][C:24]=1[O:33][CH2:34][CH:35]1[CH2:37][CH2:36]1.[O-]P([O-])([O-])=O.[K+].[K+].[K+].